This data is from Reaction yield outcomes from USPTO patents with 853,638 reactions. The task is: Predict the reaction yield, written as a fraction of the theoretical maximum amount of product (1.0 means a 100% yield; for example, 0.34 means a 34% yield). (1) The reactants are [NH2:1][C:2]1[CH:7]=[CH:6][C:5]([N:8]2[CH2:13][CH2:12][N:11]([CH:14]([C:20]3[CH:25]=[CH:24][CH:23]=[CH:22][CH:21]=3)[C:15]([NH:17][CH2:18][CH3:19])=[O:16])[CH2:10][CH2:9]2)=[C:4]([F:26])[CH:3]=1.[CH3:27][CH:28]([CH3:34])[CH2:29][CH2:30][C:31](Cl)=[O:32]. The catalyst is C(Cl)Cl. The product is [CH2:18]([NH:17][C:15]([CH:14]([C:20]1[CH:21]=[CH:22][CH:23]=[CH:24][CH:25]=1)[N:11]1[CH2:12][CH2:13][N:8]([C:5]2[CH:6]=[CH:7][C:2]([NH:1][C:31](=[O:32])[CH2:30][CH2:29][CH:28]([CH3:34])[CH3:27])=[CH:3][C:4]=2[F:26])[CH2:9][CH2:10]1)=[O:16])[CH3:19]. The yield is 0.940. (2) The reactants are [C:1]([CH2:3][C:4]1[CH:5]=[C:6]([NH:10][C:11](=O)[CH3:12])[CH:7]=[CH:8][CH:9]=1)#[N:2].FC(F)(F)S(OS(C(F)(F)F)(=O)=O)(=O)=O.C[Si]([N:33]=[N+:34]=[N-:35])(C)C.[Cl-].N. The catalyst is C(#N)C. The product is [CH3:12][C:11]1[N:10]([C:6]2[CH:5]=[C:4]([CH2:3][C:1]#[N:2])[CH:9]=[CH:8][CH:7]=2)[N:35]=[N:34][N:33]=1. The yield is 0.450. (3) The reactants are [CH3:1][N:2]1[CH2:7][CH2:6][N:5]([C:8]2[CH:9]([CH:26](O)[CH2:27][CH3:28])[C:10]([N:19]3[CH2:24][CH2:23][N:22]([CH3:25])[CH2:21][CH2:20]3)=[N:11][C:12]3[CH:18]=[CH:17][CH:16]=[CH:15][C:13]=3[N:14]=2)[CH2:4][CH2:3]1.C(N(CC)CC)C.N1C=CC=CC=1.FC(F)(F)C(OC(=O)C(F)(F)F)=O.[OH-].[Na+]. The catalyst is O1CCCC1.ClCCl.CO. The product is [CH3:1][N:2]1[CH2:3][CH2:4][N:5]([C:8]2[C:9](=[CH:26][CH2:27][CH3:28])[C:10]([N:19]3[CH2:20][CH2:21][N:22]([CH3:25])[CH2:23][CH2:24]3)=[N:11][C:12]3[CH:18]=[CH:17][CH:16]=[CH:15][C:13]=3[N:14]=2)[CH2:6][CH2:7]1. The yield is 0.840. (4) The reactants are [F:1][C:2]1[C:7]([O:8][C:9]2[C:18]3[C:13](=[CH:14][CH:15]=[CH:16][CH:17]=3)[CH:12]=[CH:11][CH:10]=2)=[C:6]([N+:19]([O-:21])=[O:20])[CH:5]=[CH:4][C:3]=1[CH2:22]C(O)=O. The catalyst is C(#N)C.[Cu-]=O. The product is [F:1][C:2]1[C:3]([CH3:22])=[CH:4][CH:5]=[C:6]([N+:19]([O-:21])=[O:20])[C:7]=1[O:8][C:9]1[C:18]2[C:13](=[CH:14][CH:15]=[CH:16][CH:17]=2)[CH:12]=[CH:11][CH:10]=1. The yield is 0.360. (5) The reactants are [Cl:1][C:2]1[C:11]([Cl:12])=[C:10]2[C:5]([C:6](=[O:22])[C:7]([C:17]([O:19]CC)=[O:18])=[CH:8][N:9]2[C@@H:13]2[CH2:15][C@@H:14]2[F:16])=[CH:4][CH:3]=1.C(O)(=O)C.Cl. The catalyst is O. The product is [Cl:1][C:2]1[C:11]([Cl:12])=[C:10]2[C:5]([C:6](=[O:22])[C:7]([C:17]([OH:19])=[O:18])=[CH:8][N:9]2[C@@H:13]2[CH2:15][C@@H:14]2[F:16])=[CH:4][CH:3]=1. The yield is 0.890. (6) The catalyst is C(Cl)Cl. The yield is 1.00. The product is [CH:13]12[O:24][CH:14]1[CH2:15][N:11]([C:9]([O:8][CH2:1][C:2]1[CH:3]=[CH:4][CH:5]=[CH:6][CH:7]=1)=[O:10])[CH2:12]2. The reactants are [CH2:1]([O:8][C:9]([N:11]1[CH2:15][CH:14]=[CH:13][CH2:12]1)=[O:10])[C:2]1[CH:7]=[CH:6][CH:5]=[CH:4][CH:3]=1.ClC1C=CC=C(C(OO)=[O:24])C=1.S([O-])([O-])(=O)=S.[Na+].[Na+]. (7) The reactants are C([S:4][CH:5]1[CH2:10][CH2:9][N:8]([CH:11]([C:17]2[CH:22]=[CH:21][CH:20]=[CH:19][C:18]=2[F:23])[C:12]([CH:14]2[CH2:16][CH2:15]2)=[O:13])[CH2:7]/[C:6]/1=[CH:24]\[C:25]1[O:26][CH:27]=[CH:28][CH:29]=1)(=O)C.C(=O)([O-])[O-].[K+].[K+].O. The catalyst is CO. The product is [CH:14]1([C:12](=[O:13])[CH:11]([N:8]2[CH2:9][CH2:10][CH:5]([SH:4])/[C:6](=[CH:24]/[C:25]3[O:26][CH:27]=[CH:28][CH:29]=3)/[CH2:7]2)[C:17]2[CH:22]=[CH:21][CH:20]=[CH:19][C:18]=2[F:23])[CH2:16][CH2:15]1. The yield is 0.450.